Dataset: HIV replication inhibition screening data with 41,000+ compounds from the AIDS Antiviral Screen. Task: Binary Classification. Given a drug SMILES string, predict its activity (active/inactive) in a high-throughput screening assay against a specified biological target. (1) The molecule is O=c1[nH]c(=O)n(COCc2ccccc2)c2ccc(Br)cc12. The result is 0 (inactive). (2) The drug is C[N+](C)(CCNC(=O)c1cccc2cc3ccccc3nc12)Cc1ccc([N+](=O)[O-])cc1.[Br-]. The result is 0 (inactive). (3) The molecule is CCOC(=O)c1sc(=N)[nH]c1N1CCCC1. The result is 0 (inactive). (4) The compound is CCC(C)C1N[Ir-3]([PH](C)(C)C)([PH](C)(C)C)([PH](C)(C)C)[OH+]C1=O.[Cl-]. The result is 0 (inactive). (5) The molecule is O=C1CSC2=NC3=C(COCC3=Cc3ccc(F)cc3)C(c3ccc(F)cc3)N12. The result is 0 (inactive). (6) The compound is CCOC(=O)Nc1nc2cc(C(=O)OC)n(C)c2s1. The result is 0 (inactive). (7) The molecule is COc1ccc(-c2oc3c(OC)c(OC)cc(O)c3c(=O)c2OC)cc1. The result is 0 (inactive).